From a dataset of NCI-60 drug combinations with 297,098 pairs across 59 cell lines. Regression. Given two drug SMILES strings and cell line genomic features, predict the synergy score measuring deviation from expected non-interaction effect. (1) Drug 1: CC1=C(C(CCC1)(C)C)C=CC(=CC=CC(=CC(=O)O)C)C. Drug 2: B(C(CC(C)C)NC(=O)C(CC1=CC=CC=C1)NC(=O)C2=NC=CN=C2)(O)O. Cell line: SR. Synergy scores: CSS=40.2, Synergy_ZIP=0.652, Synergy_Bliss=0.411, Synergy_Loewe=-22.9, Synergy_HSA=-2.05. (2) Synergy scores: CSS=18.0, Synergy_ZIP=-9.13, Synergy_Bliss=-4.71, Synergy_Loewe=-4.03, Synergy_HSA=-2.97. Drug 1: C1=CC(=CC=C1CCC2=CNC3=C2C(=O)NC(=N3)N)C(=O)NC(CCC(=O)O)C(=O)O. Cell line: MDA-MB-231. Drug 2: C1C(C(OC1N2C=NC3=C(N=C(N=C32)Cl)N)CO)O.